Dataset: Volume of distribution at steady state (VDss) regression data from Lombardo et al.. Task: Regression/Classification. Given a drug SMILES string, predict its absorption, distribution, metabolism, or excretion properties. Task type varies by dataset: regression for continuous measurements (e.g., permeability, clearance, half-life) or binary classification for categorical outcomes (e.g., BBB penetration, CYP inhibition). For this dataset (vdss_lombardo), we predict log10(VDss) (log10 of volume of distribution in L/kg). (1) The drug is CCCNC(=O)[N-]S(=O)(=O)c1ccc(Cl)cc1. The log10(VDss) is -0.720. (2) The drug is COC[C@@H](O)CN(C(C)=O)c1c(I)c(C(=O)NC[C@H](O)CO)c(I)c(C(=O)NC[C@H](O)CO)c1I. The log10(VDss) is -0.700. (3) The molecule is CN(C)C(=O)CCSC(SCCC(=O)[O-])c1cccc(/C=C/c2ccc3ccc(Cl)cc3n2)c1. The log10(VDss) is -0.960. (4) The compound is CCC1C(=O)N(C)c2cnc(Nc3ccc(C(=O)NC4CCC([NH+]5CCN(CC6CC6)CC5)CC4)cc3OC)nc2N1C(C)C. The log10(VDss) is 1.91. (5) The drug is COc1ccc2c3c1OC1C(O)C=CC4C(C2)[NH+](C)CCC341. The log10(VDss) is 0.540.